This data is from Catalyst prediction with 721,799 reactions and 888 catalyst types from USPTO. The task is: Predict which catalyst facilitates the given reaction. (1) Reactant: [NH2:1][C:2]1[C:3]2[N:4]([C:8]([C@H:20]3[CH2:25][CH2:24][C@H:23]([CH2:26][NH2:27])[CH2:22][CH2:21]3)=[N:9][C:10]=2[C:11]2[NH:12][C:13]3[C:18]([CH:19]=2)=[CH:17][CH:16]=[CH:15][CH:14]=3)[CH:5]=[CH:6][N:7]=1.C(N(CC)C(C)C)(C)C.CN(C=O)C.[CH3:42][C:43](O)=[O:44]. Product: [NH2:1][C:2]1[C:3]2[N:4]([C:8]([C@H:20]3[CH2:21][CH2:22][C@H:23]([CH2:26][NH:27][C:43](=[O:44])[CH3:42])[CH2:24][CH2:25]3)=[N:9][C:10]=2[C:11]2[NH:12][C:13]3[C:18]([CH:19]=2)=[CH:17][CH:16]=[CH:15][CH:14]=3)[CH:5]=[CH:6][N:7]=1. The catalyst class is: 2. (2) Reactant: [Br:1][C:2]1[CH:3]=[C:4]([CH:23]=[CH:24][C:25]=1[O:26][CH3:27])[NH:5][CH:6]=[C:7]([C:21]#[N:22])[C:8]([NH:10][C:11]1[CH:16]=[C:15]([O:17][CH3:18])[C:14]([Cl:19])=[CH:13][C:12]=1[Cl:20])=O.P(Cl)(Cl)(Cl)=O. Product: [Br:1][C:2]1[CH:3]=[C:4]2[C:23]([C:8]([NH:10][C:11]3[CH:16]=[C:15]([O:17][CH3:18])[C:14]([Cl:19])=[CH:13][C:12]=3[Cl:20])=[C:7]([C:21]#[N:22])[CH:6]=[N:5]2)=[CH:24][C:25]=1[O:26][CH3:27]. The catalyst class is: 10. (3) The catalyst class is: 6. Product: [CH:7]1([CH2:10][C:11]2([C:20]#[N:21])[CH2:12][CH:13]([CH2:15][S:3]([CH2:28][CH2:29][CH3:31])(=[O:5])=[O:2])[CH2:14]2)[CH2:9][CH2:8]1. Reactant: O[O:2][S:3]([O-:5])=O.[K+].[CH:7]1([CH2:10][C:11]2([C:20]#[N:21])[CH2:14][CH:13]([CH2:15]SCCC)[CH2:12]2)[CH2:9][CH2:8]1.C(=O)([O-])[O-].[Na+].[Na+].[CH3:28][C:29]([CH3:31])=O. (4) Reactant: [C:1]([C:3]1[N:4]=[C:5]([CH2:13][O:14][C@H:15]2[CH2:19][CH2:18][N:17](C(OC(C)(C)C)=O)[CH2:16]2)[C:6]2[C:11]([CH:12]=1)=[CH:10][CH:9]=[CH:8][CH:7]=2)#[N:2].[NH:27]([C:29](OCC)=[O:30])[NH2:28].C1CCN2C(=NCCC2)CC1. Product: [NH:17]1[CH2:18][CH2:19][C@H:15]([O:14][CH2:13][C:5]2[C:6]3[C:11](=[CH:10][CH:9]=[CH:8][CH:7]=3)[CH:12]=[C:3]([C:1]3[NH:2][C:29](=[O:30])[NH:27][N:28]=3)[N:4]=2)[CH2:16]1. The catalyst class is: 37. (5) Reactant: [F:1][C:2]([C@@H:5]1[CH2:10][CH2:9][C@H:8]([OH:11])[CH2:7][CH2:6]1)([F:4])[CH3:3].[CH3:12][S:13](O[S:13]([CH3:12])(=[O:15])=[O:14])(=[O:15])=[O:14].C(N(CC)CC)C.O. Product: [CH3:12][S:13]([O:11][C@H:8]1[CH2:9][CH2:10][C@@H:5]([C:2]([F:4])([F:1])[CH3:3])[CH2:6][CH2:7]1)(=[O:15])=[O:14]. The catalyst class is: 2. (6) Reactant: [N:1]1[CH:6]=[C:5]([CH2:7][OH:8])[CH:4]=[N:3][CH:2]=1.[H-].[Na+].[C:11]1([CH3:21])[CH:16]=[CH:15][C:14]([S:17](Cl)(=[O:19])=[O:18])=[CH:13][CH:12]=1. Product: [CH3:21][C:11]1[CH:16]=[CH:15][C:14]([S:17]([O:8][CH2:7][C:5]2[CH:6]=[N:1][CH:2]=[N:3][CH:4]=2)(=[O:19])=[O:18])=[CH:13][CH:12]=1. The catalyst class is: 7. (7) Reactant: [H-].[Na+].[NH:3]1[C:12]2[C:7](=[CH:8][CH:9]=[CH:10][CH:11]=2)[CH2:6][CH2:5][C:4]1=[O:13].Cl.Cl[CH2:16][C:17]1[C:21]2[CH:22]=[CH:23][C:24]([O:26][C:27]3[S:28][C:29]4[C:30]([N:35]=3)=[N:31][CH:32]=[CH:33][CH:34]=4)=[CH:25][C:20]=2[O:19][CH:18]=1. Product: [S:28]1[C:29]2[C:30](=[N:31][CH:32]=[CH:33][CH:34]=2)[N:35]=[C:27]1[O:26][C:24]1[CH:23]=[CH:22][C:21]2[C:17]([CH2:16][N:3]3[C:12]4[C:7](=[CH:8][CH:9]=[CH:10][CH:11]=4)[CH2:6][CH2:5][C:4]3=[O:13])=[CH:18][O:19][C:20]=2[CH:25]=1. The catalyst class is: 3. (8) Reactant: [NH2:1][C:2]1[S:3][C:4]([C:13]([OH:15])=O)=[C:5]([C:7]2[CH:12]=[CH:11][CH:10]=[CH:9][CH:8]=2)[N:6]=1.Cl.Cl.[OH:18][CH2:19][C:20]1[CH:21]=[C:22]([N:26]2[CH2:31][CH2:30][NH:29][CH2:28][CH2:27]2)[CH:23]=[CH:24][CH:25]=1.Cl.CN(C)CCCN=C=NCC.O.ON1C2C=CC=CC=2N=N1. Product: [OH:18][CH2:19][C:20]1[CH:21]=[C:22]([N:26]2[CH2:31][CH2:30][N:29]([C:13]([C:4]3[S:3][C:2]([NH2:1])=[N:6][C:5]=3[C:7]3[CH:8]=[CH:9][CH:10]=[CH:11][CH:12]=3)=[O:15])[CH2:28][CH2:27]2)[CH:23]=[CH:24][CH:25]=1. The catalyst class is: 236. (9) Product: [C:1]([O:5][C:6]([NH:8][C@@H:9]([C@@H:14]([O:17][CH2:18][CH2:19][CH2:20][CH:21]=[CH2:22])[CH2:15][CH3:16])[C:10]([OH:12])=[O:11])=[O:7])([CH3:4])([CH3:3])[CH3:2]. Reactant: [C:1]([O:5][C:6]([NH:8][C@@H:9]([C@@H:14]([O:17][CH2:18][CH2:19][CH2:20][CH:21]=[CH2:22])[CH2:15][CH3:16])[C:10]([O:12]C)=[O:11])=[O:7])([CH3:4])([CH3:3])[CH3:2].C1COCC1.[Li+].[OH-]. The catalyst class is: 5.